From a dataset of Catalyst prediction with 721,799 reactions and 888 catalyst types from USPTO. Predict which catalyst facilitates the given reaction. (1) Reactant: [Cl:1][C:2]1[CH:3]=[C:4]([CH:7]=[C:8]([OH:10])[CH:9]=1)[CH:5]=[O:6].C(=O)([O-])[O-].[K+].[K+].C1(C)C=CC(S(O[CH2:27][C:28]([F:31])([F:30])[F:29])(=O)=O)=CC=1. Product: [Cl:1][C:2]1[CH:3]=[C:4]([CH:7]=[C:8]([O:10][CH2:27][C:28]([F:31])([F:30])[F:29])[CH:9]=1)[CH:5]=[O:6]. The catalyst class is: 3. (2) Reactant: Br[C:2]1[C:7]([N+:8]([O-:10])=[O:9])=[CH:6][CH:5]=[CH:4][C:3]=1[F:11].[CH:12]1([NH2:15])[CH2:14][CH2:13]1. Product: [CH:12]1([NH:15][C:2]2[C:7]([N+:8]([O-:10])=[O:9])=[CH:6][CH:5]=[CH:4][C:3]=2[F:11])[CH2:14][CH2:13]1. The catalyst class is: 49. (3) Reactant: [K].[CH2:2]([C:17]1[CH:18]=[C:19]([OH:23])[CH:20]=[CH:21][CH:22]=1)[CH2:3][CH2:4][CH2:5][CH2:6][CH2:7][CH2:8][CH2:9][CH2:10][CH2:11][CH2:12][CH2:13][CH2:14][CH2:15][CH3:16].Br[C:25]1[CH:30]=[CH:29][CH:28]=[CH:27][CH:26]=1. Product: [CH2:2]([C:17]1[CH:22]=[CH:21][CH:20]=[C:19]([O:23][C:25]2[CH:30]=[CH:29][CH:28]=[CH:27][CH:26]=2)[CH:18]=1)[CH2:3][CH2:4][CH2:5][CH2:6][CH2:7][CH2:8][CH2:9][CH2:10][CH2:11][CH2:12][CH2:13][CH2:14][CH2:15][CH3:16]. The catalyst class is: 6. (4) Reactant: [NH2:1][C:2]1[NH:3][C:4]2[CH:10]=[CH:9][CH:8]=[CH:7][C:5]=2[N:6]=1.[OH-].[K+].[CH3:13]I. Product: [CH3:13][N:3]1[C:4]2[CH:10]=[CH:9][CH:8]=[CH:7][C:5]=2[N:6]=[C:2]1[NH2:1]. The catalyst class is: 372. (5) Reactant: [CH3:1][C:2]1[CH:7]=[CH:6][C:5]([C:8]2[O:9][CH:10]=[CH:11][N:12]=2)=[CH:4][C:3]=1[C:13]1[CH:18]=[CH:17][C:16]([NH2:19])=[CH:15][CH:14]=1.Cl.[N:21]([O-])=O.[Na+].[Cl:25][Sn]Cl. Product: [Cl-:25].[CH3:1][C:2]1[CH:7]=[CH:6][C:5]([C:8]2[O:9][CH:10]=[CH:11][N:12]=2)=[CH:4][C:3]=1[C:13]1[CH:18]=[CH:17][C:16]([NH:19][NH3+:21])=[CH:15][CH:14]=1. The catalyst class is: 6. (6) Reactant: [Br:1]N1C(=O)CCC1=O.[CH3:9][O:10][C:11]1[CH:12]=[C:13]2[C:17](=[CH:18][CH:19]=1)[CH2:16][CH2:15][CH2:14]2. Product: [Br:1][C:19]1[CH:18]=[C:17]2[C:13](=[CH:12][C:11]=1[O:10][CH3:9])[CH2:14][CH2:15][CH2:16]2. The catalyst class is: 47.